This data is from Catalyst prediction with 721,799 reactions and 888 catalyst types from USPTO. The task is: Predict which catalyst facilitates the given reaction. (1) Reactant: [C:1]1([S:11]([NH2:14])(=[O:13])=[O:12])[C:2]([S:7]([NH2:10])(=[O:9])=[O:8])=[CH:3][CH:4]=[CH:5][CH:6]=1.[Cl:15][C:16]1[CH:24]=[C:23]([Br:25])[CH:22]=[CH:21][C:17]=1[C:18](O)=[O:19].C(Cl)CCl. Product: [Br:25][C:23]1[CH:22]=[CH:21][C:17]([C:18]([NH:10][S:7]([C:2]2[CH:3]=[CH:4][CH:5]=[CH:6][C:1]=2[S:11](=[O:13])(=[O:12])[NH2:14])(=[O:9])=[O:8])=[O:19])=[C:16]([Cl:15])[CH:24]=1. The catalyst class is: 792. (2) Reactant: [CH3:1][O:2][CH2:3][O:4][C:5]1[CH:10]=[CH:9][C:8]([C:11]([C:13]2[CH:18]=[CH:17][CH:16]=[CH:15][C:14]=2[N+:19]([O-])=O)=[O:12])=[CH:7][CH:6]=1. Product: [NH2:19][C:14]1[CH:15]=[CH:16][CH:17]=[CH:18][C:13]=1[C:11]([C:8]1[CH:9]=[CH:10][C:5]([O:4][CH2:3][O:2][CH3:1])=[CH:6][CH:7]=1)=[O:12]. The catalyst class is: 586. (3) Reactant: [F:1][C:2]1[CH:7]=[CH:6][C:5]([CH:8]2[CH2:12][N:11]([S:13]([C:16]3[N:17]=[CH:18][N:19]([CH3:21])[CH:20]=3)(=[O:15])=[O:14])[CH2:10][C:9]2=O)=[CH:4][CH:3]=1.[CH2:23]([Mg]Br)[C:24]1[CH:29]=[CH:28][CH:27]=[CH:26][CH:25]=1. Product: [CH2:23]([CH:9]1[CH:8]([C:5]2[CH:6]=[CH:7][C:2]([F:1])=[CH:3][CH:4]=2)[CH2:12][N:11]([S:13]([C:16]2[N:17]=[CH:18][N:19]([CH3:21])[CH:20]=2)(=[O:15])=[O:14])[CH2:10]1)[C:24]1[CH:29]=[CH:28][CH:27]=[CH:26][CH:25]=1. The catalyst class is: 7. (4) Reactant: C(O[C:4]([C:6]1[N:11]=[C:10]([N:12]2[CH2:17][CH2:16][CH2:15][CH2:14][CH2:13]2)[C:9]2[N:18]=[C:19]([C:21]3[CH:26]=[CH:25][CH:24]=[CH:23][CH:22]=3)[S:20][C:8]=2[C:7]=1[OH:27])=[O:5])C.[NH2:28][CH2:29][C:30]([OH:32])=[O:31]. Product: [OH:27][C:7]1[C:8]2[S:20][C:19]([C:21]3[CH:22]=[CH:23][CH:24]=[CH:25][CH:26]=3)=[N:18][C:9]=2[C:10]([N:12]2[CH2:17][CH2:16][CH2:15][CH2:14][CH2:13]2)=[N:11][C:6]=1[C:4]([NH:28][CH2:29][C:30]([OH:32])=[O:31])=[O:5]. The catalyst class is: 779. (5) Reactant: [NH:1]1[CH2:5][CH2:4][CH2:3][CH2:2]1.[CH2:6]([O:13][N:14]1[C:19](=[O:20])[C:18]2[CH:21]=[C:22]([F:26])[C:23](Cl)=[N:24][C:17]=2[N:16]([C:27]2[CH:32]=[CH:31][C:30]([F:33])=[CH:29][C:28]=2[F:34])[C:15]1=[O:35])[C:7]1[CH:12]=[CH:11][CH:10]=[CH:9][CH:8]=1.C(N(CC)CC)C. Product: [CH2:6]([O:13][N:14]1[C:19](=[O:20])[C:18]2[CH:21]=[C:22]([F:26])[C:23]([N:1]3[CH2:5][CH2:4][CH2:3][CH2:2]3)=[N:24][C:17]=2[N:16]([C:27]2[CH:32]=[CH:31][C:30]([F:33])=[CH:29][C:28]=2[F:34])[C:15]1=[O:35])[C:7]1[CH:12]=[CH:11][CH:10]=[CH:9][CH:8]=1. The catalyst class is: 10. (6) Reactant: Cl.[CH3:2][O:3][C:4]1[CH:16]=[CH:15][C:7]([CH2:8][C@@H:9]([C:11]([O:13][CH3:14])=[O:12])[NH2:10])=[CH:6][CH:5]=1.C(N(CC)CC)C.[C:24]([O:27][C:28]1[CH:29]=[C:30]([CH:36]=[CH:37][CH:38]=1)[CH:31]=[CH:32][C:33](O)=[O:34])(=[O:26])[CH3:25].CCN=C=NCCCN(C)C.Cl. Product: [C:24]([O:27][C:28]1[CH:29]=[C:30]([CH:31]=[CH:32][C:33]([NH:10][C@H:9]([C:11]([O:13][CH3:14])=[O:12])[CH2:8][C:7]2[CH:6]=[CH:5][C:4]([O:3][CH3:2])=[CH:16][CH:15]=2)=[O:34])[CH:36]=[CH:37][CH:38]=1)(=[O:26])[CH3:25]. The catalyst class is: 2.